From a dataset of Experimentally validated miRNA-target interactions with 360,000+ pairs, plus equal number of negative samples. Binary Classification. Given a miRNA mature sequence and a target amino acid sequence, predict their likelihood of interaction. (1) The miRNA is hsa-miR-6773-3p with sequence ACUGUCACUUCUCUGCCCAUAG. The protein sequence of the target gene is MSSQELVTLNVGGKIFTTRFSTIKQFPASRLARMLDGRDQEFKMVGGQIFVDRDGDLFSFILDFLRTHQLLLPTEFSDYLRLQREALFYELRSLVDLLNPYLLQPRPALVEVHFLSRNTQAFFRVFGSCSKTIEMLTGRITVFTEQPSAPTWNGNFFPPQMTLLPLPPQRPSYHDLVFQCGSDSTTDNQTGVRYVSIKPDNRKLANGTNVLGLLIDTLLKEGFHLVSTRTVSSEDKTECYSFERIKSPEVLITNETPKPETIIIPEQSQIKK. Result: 1 (interaction). (2) The protein sequence of the target gene is MEVSTNPSSNIDPGDYVEMNDSITHLPSKVVIQDITMELHCPLCNDWFRDPLMLSCGHNFCEACIQDFWRLQAKETFCPECKMLCQYNNCTFNPVLDKLVEKIKKLPLLKGHPQCPEHGENLKLFSKPDGKLICFQCKDARLSVGQSKEFLQISDAVHFFTEELAIQQGQLETTLKELQTLRNMQKEAIAAHKENKLHLQQHVSMEFLKLHQFLHSKEKDILTELREEGKALNEEMELNLSQLQEQCLLAKDMLVSIQAKTEQQNSFDFLKDITTLLHSLEQGMKVLATRELISRKLNLG.... Result: 0 (no interaction). The miRNA is hsa-miR-450a-5p with sequence UUUUGCGAUGUGUUCCUAAUAU. (3) The miRNA is hsa-miR-1284 with sequence UCUAUACAGACCCUGGCUUUUC. The protein sequence of the target gene is MVKLNSNPGEKGAKPPSVEDGFQTVPLITPLEVNHLQLAAPEKVIVKTRTEYQPEQRNKGKFRVPKIAEFTVTILVSLALAFLACIVFLVVYKAFTYDHSCPEGFVYKHKRCIPASLDAYYSSQDPSSRSRFYTVISHYSVAKQSTARAIGPWLSAAAVIHEPKPPKTQGH. Result: 0 (no interaction). (4) The miRNA is mmu-miR-5129-5p with sequence AUGUGGGGGCAUUGGUAUUUUC. The protein sequence of the target gene is MPLGLGRRKKAPPLVENEEAEPSRSGLGVGEPGPLGGSAAGESQMGLPPPPAALRPRLVFHTQLAHGSPTGRIEGFTNVKELYGKIAEAFRLPAAEVMFCTLNTHKVDMDKLLGGQIGLEDFIFAHVKGQRKEVEVFKSEEALGLTITDNGAGYAFIKRIKEGSVIDHIQLISVGDMIEAINGQSLLGCRHYEVARLLKELPRGRTFTLKLTEPRKAFDMISQRSAGGHPGSGPQLGTGRGTLRLRSRGPATVEDLPSAFEEKAIEKVDDLLESYMGIRDTELAATMVELGKDKRNPDEL.... Result: 0 (no interaction).